Predict which catalyst facilitates the given reaction. From a dataset of Catalyst prediction with 721,799 reactions and 888 catalyst types from USPTO. (1) Reactant: [C:1]([N:5]=[C:6]=[O:7])([CH3:4])([CH3:3])[CH3:2].[CH2:8]([O:10][C:11]([C:13]1([CH2:19][S:20]([C:23]2[CH:28]=[CH:27][C:26]([O:29][CH2:30][C:31]#[C:32][CH3:33])=[CH:25][CH:24]=2)(=[O:22])=[O:21])[CH2:18][CH2:17][NH:16][CH2:15][CH2:14]1)=[O:12])[CH3:9].C(N(CC)CC)C. Product: [CH2:8]([O:10][C:11]([C:13]1([CH2:19][S:20]([C:23]2[CH:24]=[CH:25][C:26]([O:29][CH2:30][C:31]#[C:32][CH3:33])=[CH:27][CH:28]=2)(=[O:22])=[O:21])[CH2:14][CH2:15][N:16]([C:6](=[O:7])[NH:5][C:1]([CH3:4])([CH3:3])[CH3:2])[CH2:17][CH2:18]1)=[O:12])[CH3:9]. The catalyst class is: 2. (2) Reactant: [N:1]1([CH2:6][C:7]#[C:8][C:9]2[CH:14]=[CH:13][C:12]([C:15]([C:17]3[CH:22]=[CH:21][C:20]([O:23][CH:24]4[CH2:29][CH2:28][CH2:27][CH2:26][O:25]4)=[CH:19][CH:18]=3)=[O:16])=[CH:11][CH:10]=2)[CH2:5][CH2:4][CH2:3][CH2:2]1. Product: [N:1]1([CH2:6][CH2:7][CH2:8][C:9]2[CH:10]=[CH:11][C:12]([C:15]([C:17]3[CH:18]=[CH:19][C:20]([O:23][CH:24]4[CH2:29][CH2:28][CH2:27][CH2:26][O:25]4)=[CH:21][CH:22]=3)=[O:16])=[CH:13][CH:14]=2)[CH2:2][CH2:3][CH2:4][CH2:5]1. The catalyst class is: 227.